Dataset: Forward reaction prediction with 1.9M reactions from USPTO patents (1976-2016). Task: Predict the product of the given reaction. (1) Given the reactants [NH2:1][C:2]1[CH:11]=[C:10]([O:12][CH3:13])[C:9]([O:14][CH2:15][C:16]2[CH:21]=[CH:20][CH:19]=[CH:18][CH:17]=2)=[CH:8][C:3]=1[C:4](OC)=[O:5].[CH:22]([NH2:24])=O.C[O-].[Na+].Cl, predict the reaction product. The product is: [CH2:15]([O:14][C:9]1[CH:8]=[C:3]2[C:2](=[CH:11][C:10]=1[O:12][CH3:13])[N:1]=[CH:22][NH:24][C:4]2=[O:5])[C:16]1[CH:21]=[CH:20][CH:19]=[CH:18][CH:17]=1. (2) The product is: [O:25]1[CH2:27][CH:26]1[CH2:28][O:3][C:4]1[CH:24]=[CH:23][C:7]([O:8][CH2:9][CH2:10][CH2:11][N:12]2[C:13](=[O:22])[C:14]3[C:19](=[CH:18][CH:17]=[CH:16][CH:15]=3)[C:20]2=[O:21])=[CH:6][CH:5]=1. Given the reactants [H-].[Na+].[OH:3][C:4]1[CH:24]=[CH:23][C:7]([O:8][CH2:9][CH2:10][CH2:11][N:12]2[C:20](=[O:21])[C:19]3[C:14](=[CH:15][CH:16]=[CH:17][CH:18]=3)[C:13]2=[O:22])=[CH:6][CH:5]=1.[O:25]1[CH2:27][CH:26]1[CH2:28]OS(C1C=CC=C([N+]([O-])=O)C=1)(=O)=O.[Cl-].[NH4+], predict the reaction product. (3) Given the reactants Cl.[Cl:2][C:3]1[CH:4]=[C:5]([C:11]2([C:28]([F:31])([F:30])[F:29])[CH2:15][C:14]([C:16]3[CH:17]=[C:18]4[C:22](=[CH:23][CH:24]=3)[C:21]3([CH2:27][NH:26][CH2:25]3)[O:20][CH2:19]4)=[N:13][CH2:12]2)[CH:6]=[C:7]([Cl:10])[C:8]=1[Cl:9].CCN(C(C)C)C(C)C.[CH3:41][S:42]([CH2:45][C:46](O)=[O:47])(=[O:44])=[O:43].C(P1(=O)OP(CCC)(=O)OP(CCC)(=O)O1)CC, predict the reaction product. The product is: [CH3:41][S:42]([CH2:45][C:46]([N:26]1[CH2:25][C:21]2([C:22]3[C:18](=[CH:17][C:16]([C:14]4[CH2:15][C:11]([C:5]5[CH:4]=[C:3]([Cl:2])[C:8]([Cl:9])=[C:7]([Cl:10])[CH:6]=5)([C:28]([F:30])([F:29])[F:31])[CH2:12][N:13]=4)=[CH:24][CH:23]=3)[CH2:19][O:20]2)[CH2:27]1)=[O:47])(=[O:44])=[O:43]. (4) Given the reactants [O:1]=[C:2]1[CH:18]=[C:17]([CH:19]2[CH2:24][CH2:23][N:22](C(OC(C)(C)C)=O)[CH2:21][CH2:20]2)[N:5]2[N:6]=[C:7]3[C:12]([CH:11]=[CH:10][CH:9]=[C:8]3[C:13]([F:16])([F:15])[F:14])=[C:4]2[NH:3]1.[ClH:32], predict the reaction product. The product is: [ClH:32].[NH:22]1[CH2:23][CH2:24][CH:19]([C:17]2[N:5]3[N:6]=[C:7]4[C:12]([CH:11]=[CH:10][CH:9]=[C:8]4[C:13]([F:14])([F:16])[F:15])=[C:4]3[NH:3][C:2](=[O:1])[CH:18]=2)[CH2:20][CH2:21]1. (5) Given the reactants Cl[C:2]1[S:3][C:4]2[CH:10]=[C:9]([N+:11]([O-:13])=[O:12])[CH:8]=[CH:7][C:5]=2[N:6]=1.[N:14]1([CH2:20][CH2:21][NH2:22])[CH2:19][CH2:18][O:17][CH2:16][CH2:15]1, predict the reaction product. The product is: [N:14]1([CH2:20][CH2:21][NH:22][C:2]2[S:3][C:4]3[CH:10]=[C:9]([N+:11]([O-:13])=[O:12])[CH:8]=[CH:7][C:5]=3[N:6]=2)[CH2:19][CH2:18][O:17][CH2:16][CH2:15]1. (6) Given the reactants [NH2:1][C:2]1[S:3][C:4]([C:10]2[C:15]([F:16])=[CH:14][C:13]([C:17]([OH:20])([CH3:19])[CH3:18])=[CH:12][C:11]=2[F:21])=[CH:5][C:6]=1[C:7]([NH2:9])=[O:8].Br[C:23]1[N:28]=[C:27]([CH2:29][N:30]([CH3:40])[CH2:31][C:32]([NH:34][CH:35]2[CH2:39][CH2:38][CH2:37][CH2:36]2)=[O:33])[CH:26]=[CH:25][CH:24]=1, predict the reaction product. The product is: [CH:35]1([NH:34][C:32](=[O:33])[CH2:31][N:30]([CH2:29][C:27]2[N:28]=[C:23]([NH:1][C:2]3[S:3][C:4]([C:10]4[C:11]([F:21])=[CH:12][C:13]([C:17]([OH:20])([CH3:18])[CH3:19])=[CH:14][C:15]=4[F:16])=[CH:5][C:6]=3[C:7]([NH2:9])=[O:8])[CH:24]=[CH:25][CH:26]=2)[CH3:40])[CH2:39][CH2:38][CH2:37][CH2:36]1. (7) Given the reactants CS(O[CH2:6][C@H:7]([N:9]1[CH:18]=[CH:17][C:16]2[C:11](=[CH:12][CH:13]=[C:14]([CH3:34])[C:15]=2[NH:19][C:20](=[O:33])[CH2:21][C:22]2[CH:27]=[CH:26][C:25]([C:28]([F:31])([F:30])[F:29])=[C:24]([F:32])[CH:23]=2)[C:10]1=[O:35])[CH3:8])(=O)=O.[N:36]1([C:42]([O:44][C:45]([CH3:48])([CH3:47])[CH3:46])=[O:43])[CH2:41][CH2:40][NH:39][CH2:38][CH2:37]1.C(N(CC)CC)C.C(Cl)Cl, predict the reaction product. The product is: [F:32][C:24]1[CH:23]=[C:22]([CH2:21][C:20]([NH:19][C:15]2[C:14]([CH3:34])=[CH:13][CH:12]=[C:11]3[C:16]=2[CH:17]=[CH:18][N:9]([C@H:7]([CH3:8])[CH2:6][N:39]2[CH2:38][CH2:37][N:36]([C:42]([O:44][C:45]([CH3:48])([CH3:47])[CH3:46])=[O:43])[CH2:41][CH2:40]2)[C:10]3=[O:35])=[O:33])[CH:27]=[CH:26][C:25]=1[C:28]([F:30])([F:31])[F:29].